Dataset: CYP2D6 inhibition data for predicting drug metabolism from PubChem BioAssay. Task: Regression/Classification. Given a drug SMILES string, predict its absorption, distribution, metabolism, or excretion properties. Task type varies by dataset: regression for continuous measurements (e.g., permeability, clearance, half-life) or binary classification for categorical outcomes (e.g., BBB penetration, CYP inhibition). Dataset: cyp2d6_veith. (1) The drug is O=[N+]([O-])c1nccn1C[C@H](O)CN1CCCCC1. The result is 0 (non-inhibitor). (2) The drug is Cc1sc2nc(SCc3ccccc3)n(Cc3ccco3)c(=O)c2c1C. The result is 1 (inhibitor). (3) The compound is CN(C)c1nc(-c2ccccc2C(F)(F)F)nc2ccccc12. The result is 1 (inhibitor).